From a dataset of Forward reaction prediction with 1.9M reactions from USPTO patents (1976-2016). Predict the product of the given reaction. (1) Given the reactants [C:1]([NH:4][C:5]1[S:6][CH:7]=[C:8]([CH2:10][CH2:11][C:12]2[S:16][C:15]([CH2:17][CH2:18][NH:19][CH:20]([NH:29]C(=O)OC(C)(C)C)[NH:21]C(=O)OC(C)(C)C)=[CH:14][CH:13]=2)[N:9]=1)(=[O:3])[CH3:2].Cl.CO, predict the reaction product. The product is: [NH2:29][C:20]([NH:19][CH2:18][CH2:17][C:15]1[S:16][C:12]([CH2:11][CH2:10][C:8]2[N:9]=[C:5]([NH:4][C:1](=[O:3])[CH3:2])[S:6][CH:7]=2)=[CH:13][CH:14]=1)=[NH:21]. (2) Given the reactants [C:1]([Si:5](Cl)([CH3:7])[CH3:6])([CH3:4])([CH3:3])[CH3:2].[Cl:9][C:10]1[CH:11]=[N:12][N:13]([CH2:15][CH:16]([CH2:20][CH2:21][OH:22])[C:17]([OH:19])=[O:18])[CH:14]=1.[Li+].[Cl-].N1C=CN=C1, predict the reaction product. The product is: [Si:5]([O:22][CH2:21][CH2:20][CH:16]([CH2:15][N:13]1[CH:14]=[C:10]([Cl:9])[CH:11]=[N:12]1)[C:17]([OH:19])=[O:18])([C:1]([CH3:4])([CH3:3])[CH3:2])([CH3:7])[CH3:6]. (3) Given the reactants [H-].[Na+].[NH2:3][C@@H:4]1[C:13]2[C:8](=[CH:9][CH:10]=[CH:11][CH:12]=2)[C@H:7]([OH:14])[CH2:6][CH2:5]1.F[C:16]1[CH:17]=[CH:18][C:19]2[N:20]([C:22]([N:25]3[CH2:30][CH2:29][O:28][CH2:27][C@@H:26]3[CH3:31])=[N:23][N:24]=2)[CH:21]=1, predict the reaction product. The product is: [CH3:31][C@H:26]1[CH2:27][O:28][CH2:29][CH2:30][N:25]1[C:22]1[N:20]2[CH:21]=[C:16]([O:14][C@H:7]3[C:8]4[C:13](=[CH:12][CH:11]=[CH:10][CH:9]=4)[C@@H:4]([NH2:3])[CH2:5][CH2:6]3)[CH:17]=[CH:18][C:19]2=[N:24][N:23]=1. (4) The product is: [NH2:5][CH2:9][CH2:10][N:11]([CH:12]([C:16]1[N:17]([CH2:26][C:27]2[CH:32]=[CH:31][CH:30]=[CH:29][CH:28]=2)[C:18](=[O:25])[C:19]([CH3:24])=[C:20]([C:22]#[N:23])[N:21]=1)[CH:13]([CH3:15])[CH3:14])[C:33](=[O:36])[CH:34]=[CH2:35]. Given the reactants CC([N:5]([CH2:9][CH2:10][N:11]([C:33](=[O:36])[CH:34]=[CH2:35])[CH:12]([C:16]1[N:17]([CH2:26][C:27]2[CH:32]=[CH:31][CH:30]=[CH:29][CH:28]=2)[C:18](=[O:25])[C:19]([CH3:24])=[C:20]([C:22]#[N:23])[N:21]=1)[CH:13]([CH3:15])[CH3:14])C(=O)[O-])(C)C.C(O)(C(F)(F)F)=O, predict the reaction product. (5) Given the reactants [NH2:1][C:2]1[NH:6][N:5]=[C:4]([NH:7][C:8]2[CH:13]=[CH:12][CH:11]=[C:10]([Cl:14])[CH:9]=2)[C:3]=1[C:15]([NH2:17])=[O:16].[CH3:18][C:19]1[CH:20]=[C:21]([CH:24]=[C:25]([CH3:28])[C:26]=1[OH:27])[CH:22]=O, predict the reaction product. The product is: [Cl:14][C:10]1[CH:9]=[C:8]([NH:7][C:4]2[C:3]([C:15]([NH2:17])=[O:16])=[C:2]([N:1]=[CH:22][C:21]3[CH:24]=[C:25]([CH3:28])[C:26]([OH:27])=[C:19]([CH3:18])[CH:20]=3)[NH:6][N:5]=2)[CH:13]=[CH:12][CH:11]=1. (6) Given the reactants CC(C)(S([NH:6][CH2:7][C:8]1[N:16]2[C:11]([CH2:12][CH2:13][CH2:14][CH2:15]2)=[CH:10][C:9]=1[C:17]([O:19][CH3:20])=[O:18])=O)C.Cl.C(OCC)C.C([O-])(O)=O.[Na+], predict the reaction product. The product is: [NH2:6][CH2:7][C:8]1[N:16]2[C:11]([CH2:12][CH2:13][CH2:14][CH2:15]2)=[CH:10][C:9]=1[C:17]([O:19][CH3:20])=[O:18]. (7) Given the reactants [CH3:1][N:2]1[C:6]2=[N:7][CH:8]=[CH:9][CH:10]=[C:5]2[CH:4]=[C:3]1[C:11]1[CH:16]=[CH:15][CH:14]=[CH:13][CH:12]=1.FC(F)(F)[C:19]([O:21]C(=O)C(F)(F)F)=[O:20].O, predict the reaction product. The product is: [CH3:1][N:2]1[C:6]2=[N:7][CH:8]=[CH:9][CH:10]=[C:5]2[C:4]([C:19]([OH:21])=[O:20])=[C:3]1[C:11]1[CH:16]=[CH:15][CH:14]=[CH:13][CH:12]=1. (8) Given the reactants Br[CH2:2][CH:3]1[C:7]2[CH:8]=[CH:9][C:10]([Cl:12])=[CH:11][C:6]=2[O:5][CH2:4]1.[S:13]([O-:16])([O-])=[O:14].[Na+].[Na+].O=P(Cl)(Cl)[Cl:21], predict the reaction product. The product is: [Cl:12][C:10]1[CH:9]=[CH:8][C:7]2[CH:3]([CH2:2][S:13]([Cl:21])(=[O:16])=[O:14])[CH2:4][O:5][C:6]=2[CH:11]=1. (9) Given the reactants [NH2:1][C:2]1[N:7]=[C:6]([C:8]2[O:9][CH:10]=[CH:11][CH:12]=2)[C:5]([C:13]2[CH:18]=[CH:17][N:16]=[C:15]([N:19]3[CH2:24][CH2:23][CH:22]([C:25]([O:27]CC)=[O:26])[CH2:21][CH2:20]3)[CH:14]=2)=[C:4]([C:30]2[O:31][CH:32]=[CH:33][CH:34]=2)[N:3]=1.[OH-].[Na+], predict the reaction product. The product is: [NH2:1][C:2]1[N:3]=[C:4]([C:30]2[O:31][CH:32]=[CH:33][CH:34]=2)[C:5]([C:13]2[CH:18]=[CH:17][N:16]=[C:15]([N:19]3[CH2:20][CH2:21][CH:22]([C:25]([OH:27])=[O:26])[CH2:23][CH2:24]3)[CH:14]=2)=[C:6]([C:8]2[O:9][CH:10]=[CH:11][CH:12]=2)[N:7]=1.